This data is from Forward reaction prediction with 1.9M reactions from USPTO patents (1976-2016). The task is: Predict the product of the given reaction. (1) Given the reactants [Br-].[CH3:2][O:3][C:4]([C:6]1[C:7]([CH2:16][P+](C2C=CC=CC=2)(C2C=CC=CC=2)C2C=CC=CC=2)=[N:8][C:9]([C:12]([F:15])([F:14])[F:13])=[CH:10][CH:11]=1)=[O:5].[C:36](=O)([O-])[O-].[Na+].[Na+].C=O, predict the reaction product. The product is: [CH:16]([C:7]1[N:8]=[C:9]([C:12]([F:13])([F:14])[F:15])[CH:10]=[CH:11][C:6]=1[C:4]([O:3][CH3:2])=[O:5])=[CH2:36]. (2) Given the reactants [CH2:1]([O:8][C:9]1[CH:27]=[CH:26][C:12]([CH2:13][N:14]2[CH2:19][CH2:18][N:17]([CH2:20][C:21]([O:23]CC)=O)[CH2:16][CH2:15]2)=[CH:11][CH:10]=1)[C:2]1[CH:7]=[CH:6][CH:5]=[CH:4][CH:3]=1.[NH2:28][NH2:29], predict the reaction product. The product is: [CH2:1]([O:8][C:9]1[CH:10]=[CH:11][C:12]([CH2:13][N:14]2[CH2:15][CH2:16][N:17]([CH2:20][C:21]([NH:28][NH2:29])=[O:23])[CH2:18][CH2:19]2)=[CH:26][CH:27]=1)[C:2]1[CH:7]=[CH:6][CH:5]=[CH:4][CH:3]=1. (3) Given the reactants P(Br)(Br)[Br:2].[Br:5][C:6]1[C:11]([N:12]([CH3:14])[CH3:13])=[CH:10][C:9]([CH2:15]O)=[C:8]([Cl:17])[CH:7]=1, predict the reaction product. The product is: [Br:5][C:6]1[CH:7]=[C:8]([Cl:17])[C:9]([CH2:15][Br:2])=[CH:10][C:11]=1[N:12]([CH3:14])[CH3:13]. (4) Given the reactants [OH:1][C:2]1[C:3]([N+:11]([O-:13])=[O:12])=[C:4]([CH:8]=[CH:9][CH:10]=1)[C:5]([OH:7])=[O:6].[CH2:14](Br)[C:15]1[CH:20]=[CH:19][CH:18]=[CH:17][CH:16]=1.C(=O)([O-])[O-].[K+].[K+], predict the reaction product. The product is: [CH2:14]([O:1][C:2]1[C:3]([N+:11]([O-:13])=[O:12])=[C:4]([CH:8]=[CH:9][CH:10]=1)[C:5]([O:7][CH2:5][C:4]1[CH:8]=[CH:9][CH:10]=[CH:2][CH:3]=1)=[O:6])[C:15]1[CH:20]=[CH:19][CH:18]=[CH:17][CH:16]=1. (5) Given the reactants [C:1]([O:5][C:6](CC1C=CC(C(O)=O)=CC=1)=[O:7])([CH3:4])([CH3:3])[CH3:2].[CH:18]1[CH:19]=[CH:20][C:21]2N(O)[N:25]=[N:24][C:22]=2[CH:23]=1.CC[N:30]([CH:34](C)C)C(C)C.C(Cl)CCl.[C:41]1(NN)[CH:46]=[CH:45][CH:44]=[CH:43][CH:42]=1.[C:49](=O)(O)[O-:50].[Na+], predict the reaction product. The product is: [C:1]([O:5][C:6]([NH:30][CH2:34][C:41]1[CH:46]=[CH:45][C:44]([C:49]([NH:25][NH:24][C:22]2[CH:23]=[CH:18][CH:19]=[CH:20][CH:21]=2)=[O:50])=[CH:43][CH:42]=1)=[O:7])([CH3:2])([CH3:3])[CH3:4]. (6) The product is: [CH3:1][O:2][C:3](=[O:27])[CH:4]([N:12]([S:13]([C:16]1[C:21]([CH3:22])=[CH:20][C:19]([O:23][CH3:24])=[C:18]([CH3:25])[C:17]=1[CH3:26])(=[O:15])=[O:14])[CH2:30][C:29]#[CH:28])[CH2:5][C:6]1[CH:11]=[CH:10][CH:9]=[CH:8][CH:7]=1. Given the reactants [CH3:1][O:2][C:3](=[O:27])[CH:4]([NH:12][S:13]([C:16]1[C:21]([CH3:22])=[CH:20][C:19]([O:23][CH3:24])=[C:18]([CH3:25])[C:17]=1[CH3:26])(=[O:15])=[O:14])[CH2:5][C:6]1[CH:11]=[CH:10][CH:9]=[CH:8][CH:7]=1.[CH2:28](Br)[C:29]#[CH:30].C([O-])([O-])=O.[Cs+].[Cs+], predict the reaction product. (7) Given the reactants [C:1]1([C:11](Cl)=[O:12])[C:10]2[C:5](=[CH:6][CH:7]=[CH:8][CH:9]=2)[CH:4]=[CH:3][CH:2]=1.[Cl:14][C:15]1[CH:16]=[C:17]([CH:22]([CH2:32][CH:33]=[CH2:34])[CH2:23][NH:24][CH2:25][CH2:26][CH2:27][CH2:28][C:29]([OH:31])=[O:30])[CH:18]=[CH:19][C:20]=1[Cl:21].[CH2:35]([N:37](CC)CC)C, predict the reaction product. The product is: [Cl:14][C:15]1[CH:16]=[C:17]([CH:22]([CH2:32][CH:33]=[CH2:34])[CH2:23][N:24]([CH2:25][CH2:26][CH2:27][CH2:28][C:29]([OH:31])=[O:30])[C:11]([C:1]2[C:10]3[C:5](=[CH:6][CH:7]=[CH:8][CH:9]=3)[CH:4]=[C:3]([C:35]#[N:37])[CH:2]=2)=[O:12])[CH:18]=[CH:19][C:20]=1[Cl:21].